This data is from Forward reaction prediction with 1.9M reactions from USPTO patents (1976-2016). The task is: Predict the product of the given reaction. (1) Given the reactants [CH3:1][O:2][C:3](=[O:41])[C:4]1[CH:9]=[CH:8][C:7]([O:10][CH2:11][CH2:12][C:13]2[C:21]3[C:16](=[CH:17][CH:18]=[C:19]([Cl:22])[CH:20]=3)[N:15]([CH:23]([C:30]3[CH:35]=[CH:34][CH:33]=[CH:32][CH:31]=3)[C:24]3[CH:29]=[CH:28][CH:27]=[CH:26][CH:25]=3)[C:14]=2[CH:36]=[CH:37][C:38]([OH:40])=[O:39])=[CH:6][CH:5]=1, predict the reaction product. The product is: [CH3:1][O:2][C:3](=[O:41])[C:4]1[CH:5]=[CH:6][C:7]([O:10][CH2:11][CH2:12][C:13]2[C:21]3[C:16](=[CH:17][CH:18]=[C:19]([Cl:22])[CH:20]=3)[N:15]([CH:23]([C:30]3[CH:31]=[CH:32][CH:33]=[CH:34][CH:35]=3)[C:24]3[CH:29]=[CH:28][CH:27]=[CH:26][CH:25]=3)[C:14]=2[CH2:36][CH2:37][C:38]([OH:40])=[O:39])=[CH:8][CH:9]=1. (2) Given the reactants C[O:2][C:3]([C:5]1[C:6]2[C:7]([Br:14])=[N:8][NH:9][C:10]=2[CH:11]=[CH:12][CH:13]=1)=[O:4].[F:15][C:16]1[CH:21]=[CH:20][C:19](N2C3C=CC=C(C(O)=O)C=3C=N2)=[CH:18][CH:17]=1, predict the reaction product. The product is: [Br:14][C:7]1[C:6]2[C:5]([C:3]([OH:2])=[O:4])=[CH:13][CH:12]=[CH:11][C:10]=2[N:9]([C:19]2[CH:20]=[CH:21][C:16]([F:15])=[CH:17][CH:18]=2)[N:8]=1. (3) Given the reactants Br[CH2:2][C:3](Br)=[O:4].[CH2:6]([NH:13][CH2:14][CH3:15])[C:7]1[CH:12]=[CH:11][CH:10]=[CH:9][CH:8]=1.[CH3:16][O:17][C:18]1[N:23]=[CH:22][C:21]([NH:24][S:25]([C:28]2[CH:33]=[CH:32][CH:31]=[CH:30][C:29]=2[CH3:34])(=[O:27])=[O:26])=[CH:20][CH:19]=1, predict the reaction product. The product is: [CH2:6]([N:13]([CH2:14][CH3:15])[C:3](=[O:4])[CH2:2][N:24]([C:21]1[CH:22]=[N:23][C:18]([O:17][CH3:16])=[CH:19][CH:20]=1)[S:25]([C:28]1[C:29]([CH3:34])=[CH:30][CH:31]=[CH:32][CH:33]=1)(=[O:26])=[O:27])[C:7]1[CH:12]=[CH:11][CH:10]=[CH:9][CH:8]=1. (4) Given the reactants FC(F)(F)C(O)=O.[Cl:8][C:9]1[CH:14]=[CH:13][CH:12]=[C:11]([C:15]([F:18])([F:17])[F:16])[C:10]=1[CH2:19][N:20]1[CH2:24][C@@H:23]([CH3:25])[C@@:22]([CH2:42][C:43]([O:45]C(C)(C)C)=[O:44])([C:26](=[O:41])[NH:27][CH:28]2[CH2:33][CH2:32][N:31]([CH2:34][C:35]3[CH2:40][CH2:39][CH2:38][CH2:37][CH:36]=3)[CH2:30][CH2:29]2)[CH2:21]1, predict the reaction product. The product is: [Cl:8][C:9]1[CH:14]=[CH:13][CH:12]=[C:11]([C:15]([F:16])([F:18])[F:17])[C:10]=1[CH2:19][N:20]1[CH2:24][C@@H:23]([CH3:25])[C@@:22]([CH2:42][C:43]([OH:45])=[O:44])([C:26](=[O:41])[NH:27][CH:28]2[CH2:33][CH2:32][N:31]([CH2:34][C:35]3[CH2:40][CH2:39][CH2:38][CH2:37][CH:36]=3)[CH2:30][CH2:29]2)[CH2:21]1. (5) Given the reactants [F:1][C:2]1[CH:7]=[CH:6][C:5]([CH:8]2[C:13]([C:14]([O:16][CH3:17])=[O:15])=[C:12]([CH:18]([CH3:20])[CH3:19])[NH:11][C:10]([CH:21]([CH3:23])[CH3:22])=[C:9]2[C:24]([O:26][CH3:27])=[O:25])=[CH:4][CH:3]=1.Cl.N(OC)=O.[OH-].[Na+], predict the reaction product. The product is: [F:1][C:2]1[CH:3]=[CH:4][C:5]([C:8]2[C:9]([C:24]([O:26][CH3:27])=[O:25])=[C:10]([CH:21]([CH3:22])[CH3:23])[N:11]=[C:12]([CH:18]([CH3:19])[CH3:20])[C:13]=2[C:14]([O:16][CH3:17])=[O:15])=[CH:6][CH:7]=1. (6) The product is: [C:41]([C:39]1[CH:38]=[CH:37][C:16]([C:17]([NH:19][C:20]2[CH:25]=[CH:24][N:23]=[CH:22][C:21]=2[NH:26][C:27](=[O:36])[C:28]2[CH:29]=[CH:30][C:31]([O:34][CH3:35])=[CH:32][CH:33]=2)=[O:18])=[C:15]([O:14][CH:11]2[CH2:12][CH2:13][NH:8][CH2:9][CH2:10]2)[CH:40]=1)([CH3:44])([CH3:42])[CH3:43]. Given the reactants C(OC([N:8]1[CH2:13][CH2:12][CH:11]([O:14][C:15]2[CH:40]=[C:39]([C:41]([CH3:44])([CH3:43])[CH3:42])[CH:38]=[CH:37][C:16]=2[C:17]([NH:19][C:20]2[CH:25]=[CH:24][N:23]=[CH:22][C:21]=2[NH:26][C:27](=[O:36])[C:28]2[CH:33]=[CH:32][C:31]([O:34][CH3:35])=[CH:30][CH:29]=2)=[O:18])[CH2:10][CH2:9]1)=O)(C)(C)C.FC(F)(F)C(O)=O, predict the reaction product. (7) Given the reactants F[C:2]1[N:7]=[CH:6][C:5]([C:8]2[CH:22]=[CH:21][C:11]([O:12][CH2:13][CH2:14][N:15]3[CH2:20][CH2:19][O:18][CH2:17][CH2:16]3)=[CH:10][CH:9]=2)=[CH:4][CH:3]=1.[C:23](#[N:25])[CH3:24], predict the reaction product. The product is: [O:18]1[CH2:19][CH2:20][N:15]([CH2:14][CH2:13][O:12][C:11]2[CH:21]=[CH:22][C:8]([C:5]3[CH:4]=[CH:3][C:2]([CH2:24][C:23]#[N:25])=[N:7][CH:6]=3)=[CH:9][CH:10]=2)[CH2:16][CH2:17]1. (8) Given the reactants [CH3:1][N:2]([CH2:4][C:5]([OH:7])=O)[CH3:3].CCN=C=NCCCN(C)C.C1C=CC2N(O)N=NC=2C=1.CN(C=O)C.[NH2:34][CH:35]1[CH2:41][C:40]([CH3:43])([CH3:42])[C:39]2[CH:44]=[CH:45][C:46]([N+:48]([O-:50])=[O:49])=[CH:47][C:38]=2[NH:37][C:36]1=[O:51], predict the reaction product. The product is: [CH3:1][N:2]([CH3:3])[CH2:4][C:5]([NH:34][CH:35]1[CH2:41][C:40]([CH3:43])([CH3:42])[C:39]2[CH:44]=[CH:45][C:46]([N+:48]([O-:50])=[O:49])=[CH:47][C:38]=2[NH:37][C:36]1=[O:51])=[O:7]. (9) Given the reactants CC1(C)[O:7][C:6]2C=CC([N+]([O-])=O)=C[C:5]=2NC1=O.[NH2:17][C:18]1[CH:23]=[C:22]([Cl:24])[C:21]([N+:25]([O-:27])=[O:26])=[CH:20][C:19]=1[OH:28], predict the reaction product. The product is: [Cl:24][C:22]1[C:21]([N+:25]([O-:27])=[O:26])=[CH:20][C:19]2[O:28][CH2:5][C:6](=[O:7])[NH:17][C:18]=2[CH:23]=1.